Dataset: Full USPTO retrosynthesis dataset with 1.9M reactions from patents (1976-2016). Task: Predict the reactants needed to synthesize the given product. (1) Given the product [I:32][CH2:1][CH2:2][CH2:3][CH2:4][CH2:5][CH2:6][CH2:7][CH2:8][CH2:9][CH:10]=[CH2:11], predict the reactants needed to synthesize it. The reactants are: [CH2:1](O)[CH2:2][CH2:3][CH2:4][CH2:5][CH2:6][CH2:7][CH2:8][CH2:9][CH:10]=[CH2:11].C1(P(C2C=CC=CC=2)C2C=CC=CC=2)C=CC=CC=1.[I:32]I.N1C=CN=C1. (2) Given the product [Cl:1][C:2]1[CH:3]=[CH:4][CH:5]=[C:6]2[C:11]=1[N:10]=[C:9]([C:12]1[CH:17]=[CH:16][CH:15]=[CH:14][C:13]=1[Cl:18])[C:8]([CH2:19][NH:32][N:33]1[CH2:38][CH2:37][O:36][CH2:35][CH2:34]1)=[CH:7]2, predict the reactants needed to synthesize it. The reactants are: [Cl:1][C:2]1[CH:3]=[CH:4][CH:5]=[C:6]2[C:11]=1[N:10]=[C:9]([C:12]1[CH:17]=[CH:16][CH:15]=[CH:14][C:13]=1[Cl:18])[C:8]([CH2:19]Cl)=[CH:7]2.C(N(CC)C(C)C)(C)C.[I-].[Li+].[NH2:32][N:33]1[CH2:38][CH2:37][O:36][CH2:35][CH2:34]1. (3) Given the product [CH3:36][S:37]([OH:40])(=[O:39])=[O:38].[OH:1][CH2:2][CH2:3][O:4][C:5]1[CH:6]=[CH:7][C:8]([C:21]2[NH:30][C:29](=[O:31])[C:28]3[C:23](=[CH:24][C:25]([O:34][CH3:35])=[CH:26][C:27]=3[O:32][CH3:33])[N:22]=2)=[N:9][C:10]=1[C:11]1[CH:12]=[CH:13][C:14]([S:17]([CH3:20])(=[O:19])=[O:18])=[CH:15][CH:16]=1, predict the reactants needed to synthesize it. The reactants are: [OH:1][CH2:2][CH2:3][O:4][C:5]1[CH:6]=[CH:7][C:8]([C:21]2[NH:30][C:29](=[O:31])[C:28]3[C:23](=[CH:24][C:25]([O:34][CH3:35])=[CH:26][C:27]=3[O:32][CH3:33])[N:22]=2)=[N:9][C:10]=1[C:11]1[CH:16]=[CH:15][C:14]([S:17]([CH3:20])(=[O:19])=[O:18])=[CH:13][CH:12]=1.[CH3:36][S:37]([OH:40])(=[O:39])=[O:38].